Task: Predict the reactants needed to synthesize the given product.. Dataset: Full USPTO retrosynthesis dataset with 1.9M reactions from patents (1976-2016) (1) The reactants are: [CH:1]([C@@H:14]1[CH2:20][C@@H:19]2[C@@H:17]([O:18]2)[CH2:16][O:15]1)([C:8]1[CH:13]=[CH:12][CH:11]=[CH:10][CH:9]=1)[C:2]1[CH:7]=[CH:6][CH:5]=[CH:4][CH:3]=1.[CH3:21][O:22][C:23]1[CH:24]=[C:25]([CH:28]=[C:29]([O:31][CH3:32])[CH:30]=1)[CH2:26][NH2:27]. Given the product [CH:1]([C@@H:14]1[CH2:20][C@@H:19]([OH:18])[C@H:17]([NH:27][CH2:26][C:25]2[CH:28]=[C:29]([O:31][CH3:32])[CH:30]=[C:23]([O:22][CH3:21])[CH:24]=2)[CH2:16][O:15]1)([C:8]1[CH:13]=[CH:12][CH:11]=[CH:10][CH:9]=1)[C:2]1[CH:3]=[CH:4][CH:5]=[CH:6][CH:7]=1, predict the reactants needed to synthesize it. (2) Given the product [CH2:24]([O:37][C:33](=[O:34])[CH2:29][C:30]([N:14]1[CH2:15][CH2:16][CH2:17][N:11]([C:1]([O:3][CH2:4][C:5]2[CH:6]=[CH:7][CH:8]=[CH:9][CH:10]=2)=[O:2])[CH2:12][CH2:13]1)=[O:31])[CH3:26], predict the reactants needed to synthesize it. The reactants are: [C:1]([N:11]1[CH2:17][CH2:16][CH2:15][NH:14][CH2:13][CH2:12]1)([O:3][CH2:4][C:5]1[CH:10]=[CH:9][CH:8]=[CH:7][CH:6]=1)=[O:2].CCN([CH:24]([CH3:26])C)C(C)C.C([CH:29]([C:33](Cl)=[O:34])[C:30](Cl)=[O:31])C.C([O-])(O)=[O:37].[Na+]. (3) Given the product [C:1]([O:5][C:6]([N:8]1[CH2:13][CH2:12][N:11]([CH:23]([CH3:25])[CH3:24])[CH2:10][C@@H:9]1[C:14]([OH:16])=[O:15])=[O:7])([CH3:4])([CH3:2])[CH3:3], predict the reactants needed to synthesize it. The reactants are: [C:1]([O:5][C:6]([N:8]1[CH2:13][CH2:12][NH:11][CH2:10][C@@H:9]1[C:14]([OH:16])=[O:15])=[O:7])([CH3:4])([CH3:3])[CH3:2].C([O-])([O-])=O.[Na+].[Na+].[CH:23](I)([CH3:25])[CH3:24].